This data is from Full USPTO retrosynthesis dataset with 1.9M reactions from patents (1976-2016). The task is: Predict the reactants needed to synthesize the given product. (1) Given the product [Cl:1][C:2]1[CH:3]=[CH:4][C:5]([O:18][CH3:19])=[C:6]([N:8]2[C:12]([C:20]#[N:21])=[CH:11][C:10]([C:14]([F:17])([F:16])[F:15])=[N:9]2)[CH:7]=1, predict the reactants needed to synthesize it. The reactants are: [Cl:1][C:2]1[CH:3]=[CH:4][C:5]([O:18][CH3:19])=[C:6]([N:8]2[C:12](I)=[CH:11][C:10]([C:14]([F:17])([F:16])[F:15])=[N:9]2)[CH:7]=1.[C:20]([Cu])#[N:21]. (2) Given the product [CH2:8]([C:7]1[N:6]=[C:5]([C:10]([OH:13])=[O:11])[NH:4][C:3]=1[CH2:1][CH3:2])[CH3:9], predict the reactants needed to synthesize it. The reactants are: [CH2:1]([C:3]1[N:4]=[C:5]([CH:10]=[O:11])[NH:6][C:7]=1[CH2:8][CH3:9])[CH3:2].Cl([O-])=[O:13].[Na+].P([O-])(O)(O)=O.[Na+].CC(=CC)C. (3) Given the product [F:8][C:7]1[CH:6]=[CH:5][C:4]([C:9]([NH:12][C:13](=[O:23])[O:14][CH:15]2[CH:20]3[CH2:21][CH2:22][N:17]([CH2:18][CH2:19]3)[CH2:16]2)([CH3:11])[CH3:10])=[CH:3][C:2]=1[C:28]1[CH:29]=[N:24][CH:25]=[N:26][CH:27]=1, predict the reactants needed to synthesize it. The reactants are: Br[C:2]1[CH:3]=[C:4]([C:9]([NH:12][C:13](=[O:23])[O:14][CH:15]2[CH:20]3[CH2:21][CH2:22][N:17]([CH2:18][CH2:19]3)[CH2:16]2)([CH3:11])[CH3:10])[CH:5]=[CH:6][C:7]=1[F:8].[N:24]1[CH:29]=[C:28](B(O)O)[CH:27]=[N:26][CH:25]=1. (4) The reactants are: [Cl:1][C:2]1[C:11]([CH:12]=[O:13])=[CH:10][C:9]2[C:4](=[CH:5][C:6]([F:14])=[CH:7][CH:8]=2)[N:3]=1.[CH2:15](Br)[CH:16]=[CH2:17].[Cl-].[NH4+]. Given the product [Cl:1][C:2]1[C:11]([CH:12]([OH:13])[CH2:17][CH:16]=[CH2:15])=[CH:10][C:9]2[C:4](=[CH:5][C:6]([F:14])=[CH:7][CH:8]=2)[N:3]=1, predict the reactants needed to synthesize it. (5) Given the product [CH2:3]([C@@H:2]([CH2:44][C:36]1[CH:35]=[C:34]([CH2:33][O:32][CH2:29][CH2:30][CH3:31])[C:43]2[C:38](=[CH:39][CH:40]=[CH:41][CH:42]=2)[CH:37]=1)[C:1]([N:6]1[C@H:10]([CH2:11][C:12]2[CH:13]=[CH:14][CH:15]=[CH:16][CH:17]=2)[CH2:9][O:8][C:7]1=[O:18])=[O:5])[CH3:4], predict the reactants needed to synthesize it. The reactants are: [C:1]([N:6]1[C@H:10]([CH2:11][C:12]2[CH:17]=[CH:16][CH:15]=[CH:14][CH:13]=2)[CH2:9][O:8][C:7]1=[O:18])(=[O:5])[CH2:2][CH2:3][CH3:4].C[Si](C)(C)[N-][Si](C)(C)C.[Li+].[CH2:29]([O:32][CH2:33][C:34]1[C:43]2[C:38](=[CH:39][CH:40]=[CH:41][CH:42]=2)[CH:37]=[C:36]([CH2:44]Br)[CH:35]=1)[CH2:30][CH3:31].[Cl-].[NH4+]. (6) Given the product [F:40][C:16]([F:15])([F:39])[C:17]1[CH:34]=[C:33]([C:35]([F:36])([F:37])[F:38])[CH:32]=[CH:31][C:18]=1[CH2:19][N:20]1[C:28]2[C:23](=[CH:24][C:25](/[CH:29]=[C:11]3/[C:12](=[O:13])[N:8]([N:5]4[CH2:4][CH2:3][N:2]([CH3:1])[CH2:7][CH2:6]4)[C:9](=[O:14])[S:10]/3)=[CH:26][CH:27]=2)[CH:22]=[N:21]1, predict the reactants needed to synthesize it. The reactants are: [CH3:1][N:2]1[CH2:7][CH2:6][N:5]([N:8]2[C:12](=[O:13])[CH2:11][S:10][C:9]2=[O:14])[CH2:4][CH2:3]1.[F:15][C:16]([F:40])([F:39])[C:17]1[CH:34]=[C:33]([C:35]([F:38])([F:37])[F:36])[CH:32]=[CH:31][C:18]=1[CH2:19][N:20]1[C:28]2[C:23](=[CH:24][C:25]([CH:29]=O)=[CH:26][CH:27]=2)[CH:22]=[N:21]1. (7) Given the product [Cl:26][C:27]1[CH:32]=[CH:31][C:30]([N:33]2[C:5]([C:7]3[C:12](=[O:13])[CH:11]=[CH:10][N:9]([C:14]4[CH:19]=[CH:18][CH:17]=[C:16]([O:20][C:21]([F:24])([F:23])[F:22])[CH:15]=4)[N:8]=3)=[CH:4][CH:3]=[N:2]2)=[CH:29][CH:28]=1, predict the reactants needed to synthesize it. The reactants are: C[N:2](C)/[CH:3]=[CH:4]/[C:5]([C:7]1[C:12](=[O:13])[CH:11]=[CH:10][N:9]([C:14]2[CH:19]=[CH:18][CH:17]=[C:16]([O:20][C:21]([F:24])([F:23])[F:22])[CH:15]=2)[N:8]=1)=O.[Cl:26][C:27]1[CH:32]=[CH:31][C:30]([NH:33]N)=[CH:29][CH:28]=1. (8) The reactants are: [Cl:1][C:2]1[CH:3]=[C:4]2[C:8](=[CH:9][CH:10]=1)[NH:7][C:6]([CH2:11][N:12]1[C:16]3=[CH:17][N:18]=[CH:19][CH:20]=[C:15]3[C:14]3([CH2:22][CH2:21]3)[C:13]1=[O:23])=[CH:5]2.C(=O)([O-])[O-].[Cs+].[Cs+].Br[CH2:31][CH2:32][CH2:33][OH:34]. Given the product [Cl:1][C:2]1[CH:3]=[C:4]2[C:8](=[CH:9][CH:10]=1)[N:7]([CH2:31][CH2:32][CH2:33][OH:34])[C:6]([CH2:11][N:12]1[C:16]3=[CH:17][N:18]=[CH:19][CH:20]=[C:15]3[C:14]3([CH2:22][CH2:21]3)[C:13]1=[O:23])=[CH:5]2, predict the reactants needed to synthesize it. (9) Given the product [CH:9]1([CH2:15][N:16]2[CH2:24][C:23]3[C:18](=[C:19]([CH3:32])[CH:20]=[C:21]([CH2:25][CH:26]4[CH2:27][CH2:28][N:29]([CH2:2][C:3]5[N:8]=[CH:7][CH:6]=[CH:5][N:4]=5)[CH2:30][CH2:31]4)[CH:22]=3)[C:17]2=[O:33])[CH2:14][CH2:13][CH2:12][CH2:11][CH2:10]1, predict the reactants needed to synthesize it. The reactants are: Cl[CH2:2][C:3]1[N:8]=[CH:7][CH:6]=[CH:5][N:4]=1.[CH:9]1([CH2:15][N:16]2[CH2:24][C:23]3[C:18](=[C:19]([CH3:32])[CH:20]=[C:21]([CH2:25][CH:26]4[CH2:31][CH2:30][NH:29][CH2:28][CH2:27]4)[CH:22]=3)[C:17]2=[O:33])[CH2:14][CH2:13][CH2:12][CH2:11][CH2:10]1.C(=O)([O-])[O-].[Cs+].[Cs+].C(#N)C. (10) Given the product [Cl:16][C:15]1[CH:14]=[CH:13][C:12]([S:17]([NH2:20])(=[O:19])=[O:18])=[CH:11][C:10]=1[NH:9][C:6]1[CH2:5][CH2:4][C:3](=[O:8])[C:2]=1[CH3:1].[OH2:7], predict the reactants needed to synthesize it. The reactants are: [CH3:1][CH:2]1[C:6](=[O:7])[CH2:5][CH2:4][C:3]1=[O:8].[NH2:9][C:10]1[CH:11]=[C:12]([S:17]([NH2:20])(=[O:19])=[O:18])[CH:13]=[CH:14][C:15]=1[Cl:16].